Dataset: Full USPTO retrosynthesis dataset with 1.9M reactions from patents (1976-2016). Task: Predict the reactants needed to synthesize the given product. (1) Given the product [Cl:21][C:6]1[CH:7]=[C:8]([S:12][C:13]2[CH:18]=[CH:17][C:16]([O:19][CH3:20])=[CH:15][CH:14]=2)[CH:9]=[C:10]([CH3:11])[C:5]=1[C:3]1[N:22]=[C:23]([NH2:25])[S:24][CH:2]=1, predict the reactants needed to synthesize it. The reactants are: Br[CH2:2][C:3]([C:5]1[C:10]([CH3:11])=[CH:9][C:8]([S:12][C:13]2[CH:18]=[CH:17][C:16]([O:19][CH3:20])=[CH:15][CH:14]=2)=[CH:7][C:6]=1[Cl:21])=O.[NH2:22][C:23]([NH2:25])=[S:24]. (2) Given the product [C:11]([O:10][C:9]([N:8]([CH2:7][C:5]1[S:6][C:2]([S:24][CH2:25][CH2:26][C:27]([O:29][CH2:30][CH:31]([CH2:36][CH3:37])[CH2:32][CH2:33][CH2:34][CH3:35])=[O:28])=[C:3]([C:17]2[CH:22]=[CH:21][CH:20]=[CH:19][C:18]=2[F:23])[N:4]=1)[CH3:16])=[O:15])([CH3:14])([CH3:13])[CH3:12], predict the reactants needed to synthesize it. The reactants are: Br[C:2]1[S:6][C:5]([CH2:7][N:8]([CH3:16])[C:9](=[O:15])[O:10][C:11]([CH3:14])([CH3:13])[CH3:12])=[N:4][C:3]=1[C:17]1[CH:22]=[CH:21][CH:20]=[CH:19][C:18]=1[F:23].[SH:24][CH2:25][CH2:26][C:27]([O:29][CH2:30][CH:31]([CH2:36][CH3:37])[CH2:32][CH2:33][CH2:34][CH3:35])=[O:28].C(=O)([O-])[O-].[Cs+].[Cs+].O.